From a dataset of Merck oncology drug combination screen with 23,052 pairs across 39 cell lines. Regression. Given two drug SMILES strings and cell line genomic features, predict the synergy score measuring deviation from expected non-interaction effect. (1) Drug 1: Cc1nc(Nc2ncc(C(=O)Nc3c(C)cccc3Cl)s2)cc(N2CCN(CCO)CC2)n1. Cell line: HCT116. Synergy scores: synergy=-0.311. Drug 2: CCc1cnn2c(NCc3ccc[n+]([O-])c3)cc(N3CCCCC3CCO)nc12. (2) Synergy scores: synergy=-31.7. Drug 1: N#Cc1ccc(Cn2cncc2CN2CCN(c3cccc(Cl)c3)C(=O)C2)cc1. Cell line: T47D. Drug 2: Cn1nnc2c(C(N)=O)ncn2c1=O. (3) Drug 2: C#Cc1cccc(Nc2ncnc3cc(OCCOC)c(OCCOC)cc23)c1. Synergy scores: synergy=14.2. Cell line: HCT116. Drug 1: CN1C(=O)C=CC2(C)C3CCC4(C)C(NC(=O)OCC(F)(F)F)CCC4C3CCC12. (4) Drug 1: C#Cc1cccc(Nc2ncnc3cc(OCCOC)c(OCCOC)cc23)c1. Drug 2: O=C(NOCC(O)CO)c1ccc(F)c(F)c1Nc1ccc(I)cc1F. Cell line: OCUBM. Synergy scores: synergy=-1.45.